Dataset: NCI-60 drug combinations with 297,098 pairs across 59 cell lines. Task: Regression. Given two drug SMILES strings and cell line genomic features, predict the synergy score measuring deviation from expected non-interaction effect. (1) Drug 1: CC1CCC2CC(C(=CC=CC=CC(CC(C(=O)C(C(C(=CC(C(=O)CC(OC(=O)C3CCCCN3C(=O)C(=O)C1(O2)O)C(C)CC4CCC(C(C4)OC)OCCO)C)C)O)OC)C)C)C)OC. Drug 2: C1CN(P(=O)(OC1)NCCCl)CCCl. Cell line: SN12C. Synergy scores: CSS=6.33, Synergy_ZIP=-1.92, Synergy_Bliss=5.06, Synergy_Loewe=-9.32, Synergy_HSA=2.10. (2) Drug 1: C1=CC(=CC=C1CCCC(=O)O)N(CCCl)CCCl. Drug 2: CS(=O)(=O)CCNCC1=CC=C(O1)C2=CC3=C(C=C2)N=CN=C3NC4=CC(=C(C=C4)OCC5=CC(=CC=C5)F)Cl. Cell line: SF-295. Synergy scores: CSS=31.3, Synergy_ZIP=3.18, Synergy_Bliss=1.16, Synergy_Loewe=0.902, Synergy_HSA=1.36. (3) Drug 1: CC1C(C(=O)NC(C(=O)N2CCCC2C(=O)N(CC(=O)N(C(C(=O)O1)C(C)C)C)C)C(C)C)NC(=O)C3=C4C(=C(C=C3)C)OC5=C(C(=O)C(=C(C5=N4)C(=O)NC6C(OC(=O)C(N(C(=O)CN(C(=O)C7CCCN7C(=O)C(NC6=O)C(C)C)C)C)C(C)C)C)N)C. Drug 2: C1=NNC2=C1C(=O)NC=N2. Cell line: BT-549. Synergy scores: CSS=4.75, Synergy_ZIP=-6.77, Synergy_Bliss=-2.65, Synergy_Loewe=-2.98, Synergy_HSA=-2.77. (4) Drug 1: CC1=C(C=C(C=C1)NC2=NC=CC(=N2)N(C)C3=CC4=NN(C(=C4C=C3)C)C)S(=O)(=O)N.Cl. Drug 2: CC1C(C(CC(O1)OC2CC(CC3=C2C(=C4C(=C3O)C(=O)C5=CC=CC=C5C4=O)O)(C(=O)C)O)N)O. Cell line: NCI-H322M. Synergy scores: CSS=53.5, Synergy_ZIP=-0.174, Synergy_Bliss=5.65, Synergy_Loewe=-4.55, Synergy_HSA=5.59. (5) Drug 1: CCC1=C2CN3C(=CC4=C(C3=O)COC(=O)C4(CC)O)C2=NC5=C1C=C(C=C5)O. Drug 2: CCCCC(=O)OCC(=O)C1(CC(C2=C(C1)C(=C3C(=C2O)C(=O)C4=C(C3=O)C=CC=C4OC)O)OC5CC(C(C(O5)C)O)NC(=O)C(F)(F)F)O. Cell line: SK-MEL-5. Synergy scores: CSS=61.5, Synergy_ZIP=-3.76, Synergy_Bliss=-2.46, Synergy_Loewe=-1.97, Synergy_HSA=0.386. (6) Drug 1: C1=CC=C(C(=C1)C(C2=CC=C(C=C2)Cl)C(Cl)Cl)Cl. Drug 2: CN(C(=O)NC(C=O)C(C(C(CO)O)O)O)N=O. Cell line: HCT116. Synergy scores: CSS=1.03, Synergy_ZIP=1.72, Synergy_Bliss=1.46, Synergy_Loewe=-3.37, Synergy_HSA=-3.15.